Dataset: Catalyst prediction with 721,799 reactions and 888 catalyst types from USPTO. Task: Predict which catalyst facilitates the given reaction. Reactant: [CH2:1]([N:8]1[C:12]2[C:13](=[O:35])[N:14]([CH3:34])[C:15]([CH:24]([O:29][C:30]([CH3:33])([CH3:32])[CH3:31])[C:25]([O:27]C)=[O:26])=[C:16]([C:17]3[CH:22]=[CH:21][C:20]([Cl:23])=[CH:19][CH:18]=3)[C:11]=2[CH:10]=[CH:9]1)[C:2]1[CH:7]=[CH:6][CH:5]=[CH:4][CH:3]=1.[OH-].[Na+].Cl. Product: [CH2:1]([N:8]1[C:12]2[C:13](=[O:35])[N:14]([CH3:34])[C:15]([CH:24]([O:29][C:30]([CH3:31])([CH3:32])[CH3:33])[C:25]([OH:27])=[O:26])=[C:16]([C:17]3[CH:22]=[CH:21][C:20]([Cl:23])=[CH:19][CH:18]=3)[C:11]=2[CH:10]=[CH:9]1)[C:2]1[CH:7]=[CH:6][CH:5]=[CH:4][CH:3]=1. The catalyst class is: 364.